The task is: Predict which catalyst facilitates the given reaction.. This data is from Catalyst prediction with 721,799 reactions and 888 catalyst types from USPTO. (1) Reactant: [Br:1][C:2]1[CH:3]=[C:4]2[C:9](=[CH:10][CH:11]=1)[N:8]=[C:7](Cl)[CH:6]=[CH:5]2.[N-:13]=[N+:14]=[N-:15].[Na+]. Product: [Br:1][C:2]1[CH:3]=[C:4]2[C:9](=[CH:10][CH:11]=1)[N:8]1[N:13]=[N:14][N:15]=[C:7]1[CH:6]=[CH:5]2. The catalyst class is: 173. (2) Reactant: Br[C:2]1[C:3]2[N:4]([C:15](=[O:18])[NH:16][N:17]=2)[CH:5]=[CH:6][C:7]=1[C:8]1[CH:13]=[CH:12][C:11]([Cl:14])=[CH:10][CH:9]=1.Br[CH2:20][C:21]1[C:22]([CH3:32])=[N+:23]([O-:31])[C:24]([C:27]([F:30])([F:29])[F:28])=[CH:25][CH:26]=1.C(=O)([O-])[O-].[K+].[K+]. Product: [Cl:14][C:11]1[CH:12]=[CH:13][C:8]([C:7]2[CH:6]=[CH:5][N:4]3[C:15](=[O:18])[N:16]([CH2:20][C:21]4[C:22]([CH3:32])=[N+:23]([O-:31])[C:24]([C:27]([F:30])([F:29])[F:28])=[CH:25][CH:26]=4)[N:17]=[C:3]3[C:2]=2[C:7]2[CH:6]=[CH:5][N:4]=[CH:3][CH:2]=2)=[CH:9][CH:10]=1. The catalyst class is: 9. (3) Reactant: [F:1][C:2]([F:31])([F:30])[C@H:3]1[CH2:8][CH2:7][C@H:6]([NH:9][C:10](=[O:29])[C:11]2[CH:16]=[C:15]([N+:17]([O-])=O)[C:14]([NH:20][CH3:21])=[C:13]([F:22])[C:12]=2[N:23]2[CH2:27][CH2:26][C@@H:25]([F:28])[CH2:24]2)[CH2:5][CH2:4]1.CO. Product: [F:31][C:2]([F:1])([F:30])[C@H:3]1[CH2:8][CH2:7][C@H:6]([NH:9][C:10](=[O:29])[C:11]2[CH:16]=[C:15]([NH2:17])[C:14]([NH:20][CH3:21])=[C:13]([F:22])[C:12]=2[N:23]2[CH2:27][CH2:26][C@@H:25]([F:28])[CH2:24]2)[CH2:5][CH2:4]1. The catalyst class is: 354.